This data is from TCR-epitope binding with 47,182 pairs between 192 epitopes and 23,139 TCRs. The task is: Binary Classification. Given a T-cell receptor sequence (or CDR3 region) and an epitope sequence, predict whether binding occurs between them. (1) The epitope is MPASWVMRI. The TCR CDR3 sequence is CASSPLAGREQYF. Result: 1 (the TCR binds to the epitope). (2) The epitope is TFYLTNDVSFL. The TCR CDR3 sequence is CSARKSASVRETQYF. Result: 0 (the TCR does not bind to the epitope). (3) The epitope is KLGGALQAK. The TCR CDR3 sequence is CATISGVSGELFF. Result: 1 (the TCR binds to the epitope). (4) The epitope is FLRGRAYGL. The TCR CDR3 sequence is CASSFTSGVITGELFF. Result: 0 (the TCR does not bind to the epitope).